This data is from Full USPTO retrosynthesis dataset with 1.9M reactions from patents (1976-2016). The task is: Predict the reactants needed to synthesize the given product. (1) Given the product [CH3:21][O:20][C:4]1[CH:5]=[CH:6][C:7]([N:8]([CH3:19])[C:9]2[N:14]=[CH:13][C:12]3[N:15]=[CH:16][N:17]([CH3:18])[C:11]=3[CH:10]=2)=[C:2]([CH3:1])[CH:3]=1, predict the reactants needed to synthesize it. The reactants are: [CH3:1][C:2]1[CH:3]=[C:4]([OH:20])[CH:5]=[CH:6][C:7]=1[N:8]([CH3:19])[C:9]1[N:14]=[CH:13][C:12]2[N:15]=[CH:16][N:17]([CH3:18])[C:11]=2[CH:10]=1.[C:21](=O)([O-])[O-].[Cs+].[Cs+]. (2) Given the product [CH3:1][O:2][C:3](=[O:19])[C:4]1[CH:9]=[CH:8][C:7]([N:10]([C:21]2[CH:33]=[CH:32][C:24]([C:25]([O:27][C:28]([CH3:31])([CH3:30])[CH3:29])=[O:26])=[CH:23][CH:22]=2)[CH2:11][C:12]2[S:16][CH:15]=[N:14][CH:13]=2)=[CH:6][C:5]=1[O:17][CH3:18], predict the reactants needed to synthesize it. The reactants are: [CH3:1][O:2][C:3](=[O:19])[C:4]1[CH:9]=[CH:8][C:7]([NH:10][CH2:11][C:12]2[S:16][CH:15]=[N:14][CH:13]=2)=[CH:6][C:5]=1[O:17][CH3:18].Br[C:21]1[CH:33]=[CH:32][C:24]([C:25]([O:27][C:28]([CH3:31])([CH3:30])[CH3:29])=[O:26])=[CH:23][CH:22]=1.[OH-].[Na+].C(P(C(C)(C)C)C(C)(C)C)(C)(C)C. (3) Given the product [N:1]1([C:6]2[CH:7]=[C:8]([C:9]3([NH2:10])[CH2:14][CH:15]3[CH2:16][CH3:17])[CH:11]=[CH:12][CH:13]=2)[CH:5]=[CH:4][CH:3]=[N:2]1, predict the reactants needed to synthesize it. The reactants are: [N:1]1([C:6]2[CH:7]=[C:8]([CH:11]=[CH:12][CH:13]=2)[C:9]#[N:10])[CH:5]=[CH:4][CH:3]=[N:2]1.[CH2:14]([Mg]Cl)[CH2:15][CH2:16][CH3:17].B(F)(F)F.CCOCC.Cl.[OH-].[Na+]. (4) The reactants are: [CH3:1][C:2]([CH3:9])([CH3:8])[C:3](=O)[CH2:4][C:5]#[N:6].Cl.[NH:11]([CH2:13][CH2:14][OH:15])[NH2:12]. Given the product [NH2:6][C:5]1[N:11]([CH2:13][CH2:14][OH:15])[N:12]=[C:3]([C:2]([CH3:9])([CH3:8])[CH3:1])[CH:4]=1, predict the reactants needed to synthesize it. (5) Given the product [Cl:41][C:42]1[CH:43]=[CH:44][C:45]([C:48]2[CH:57]=[CH:56][C:55]3[C:50](=[CH:51][C:52]([CH3:73])=[C:53]([C@H:65]([O:68][C:69]([CH3:70])([CH3:72])[CH3:71])[C:66]([OH:6])=[O:67])[C:54]=3[C:58]3[CH:63]=[CH:62][C:61]([Cl:64])=[CH:60][CH:59]=3)[N:49]=2)=[CH:46][CH:47]=1, predict the reactants needed to synthesize it. The reactants are: C(OC[C@@H](OC(C)(C)C)C1C(C2C=CC(Cl)=CC=2)=C2C(=CC=1C)N=C(OS(C(F)(F)F)(=O)=O)C=C2)(=[O:6])C(C)(C)C.[Cl:41][C:42]1[CH:47]=[CH:46][C:45]([C:48]2[CH:57]=[CH:56][C:55]3[C:50](=[CH:51][C:52]([CH3:73])=[C:53]([C@H:65]([O:68][C:69]([CH3:72])([CH3:71])[CH3:70])[CH2:66][OH:67])[C:54]=3[C:58]3[CH:63]=[CH:62][C:61]([Cl:64])=[CH:60][CH:59]=3)[N:49]=2)=[CH:44][CH:43]=1.C(O[C@@H](C1C(C2C=CC(Cl)=CC=2)=C2C(=CC=1C)N=C(CC)C=C2)CO)(C)(C)C. (6) Given the product [Cl:25][C:26]1[CH:27]=[CH:28][C:29]([CH:32]([C:34]2[CH:35]=[CH:36][CH:37]=[CH:38][CH:39]=2)[NH:33][C:17](=[O:19])[CH2:16][C:13]2[CH:14]=[CH:15][C:9]3[O:8][C:7]([C:6]4[C:2]([CH3:1])=[N:3][O:4][C:5]=4[CH3:20])=[CH:11][C:10]=3[CH:12]=2)=[CH:30][CH:31]=1, predict the reactants needed to synthesize it. The reactants are: [CH3:1][C:2]1[C:6]([C:7]2[O:8][C:9]3[CH:15]=[CH:14][C:13]([CH2:16][C:17]([OH:19])=O)=[CH:12][C:10]=3[CH:11]=2)=[C:5]([CH3:20])[O:4][N:3]=1.C(Cl)CCl.[Cl:25][C:26]1[CH:31]=[CH:30][C:29]([CH:32]([C:34]2[CH:39]=[CH:38][CH:37]=[CH:36][CH:35]=2)[NH2:33])=[CH:28][CH:27]=1.C1C=CC2N(O)N=NC=2C=1.CCN(CC)CC.